Task: Predict the reaction yield, written as a fraction of the theoretical maximum amount of product (1.0 means a 100% yield; for example, 0.34 means a 34% yield).. Dataset: Reaction yield outcomes from USPTO patents with 853,638 reactions The reactants are [OH:1][C:2]([C:33]1[CH:38]=[CH:37][CH:36]=[CH:35][CH:34]=1)([C:27]1[CH:32]=[CH:31][CH:30]=[CH:29][CH:28]=1)[CH:3]1[CH2:8][CH2:7][N:6]([CH2:9][CH2:10][CH2:11][C:12]([C:14]2[CH:19]=[CH:18][C:17]([C:20]([CH3:26])([CH3:25])[C:21]([O:23][CH3:24])=[O:22])=[CH:16][CH:15]=2)=[O:13])[CH2:5][CH2:4]1.[BH4-].[Na+]. The catalyst is CO. The product is [OH:1][C:2]([C:27]1[CH:32]=[CH:31][CH:30]=[CH:29][CH:28]=1)([C:33]1[CH:38]=[CH:37][CH:36]=[CH:35][CH:34]=1)[CH:3]1[CH2:8][CH2:7][N:6]([CH2:9][CH2:10][CH2:11][CH:12]([C:14]2[CH:19]=[CH:18][C:17]([C:20]([CH3:26])([CH3:25])[C:21]([O:23][CH3:24])=[O:22])=[CH:16][CH:15]=2)[OH:13])[CH2:5][CH2:4]1. The yield is 0.700.